From a dataset of Full USPTO retrosynthesis dataset with 1.9M reactions from patents (1976-2016). Predict the reactants needed to synthesize the given product. (1) Given the product [Cl:29][C:30]1[C:31]([CH2:14][NH:16][C:11]([C@@H:8]2[CH2:7][N:6]3[C:2](=[O:1])[O:3][CH2:4][C@H:5]3[CH2:10][CH2:9]2)=[O:13])=[N:32][CH:33]=[CH:34][N:35]=1, predict the reactants needed to synthesize it. The reactants are: [O:1]=[C:2]1[N:6]2[CH2:7][C@@H:8]([C:11]([OH:13])=O)[CH2:9][CH2:10][C@@H:5]2[CH2:4][O:3]1.[CH2:14]([N:16](CC)CC)C.ClC(OCC(C)C)=O.[Cl:29][C:30]1[C:31](NC)=[N:32][CH:33]=[CH:34][N:35]=1. (2) Given the product [CH2:1]([O:3][C:4]([C:6]1[C:11]2[S:12][C:13]([C:25]3[CH:30]=[CH:29][C:28]([OH:31])=[CH:27][C:26]=3[CH3:32])=[CH:14][C:10]=2[CH:9]=[CH:8][CH:7]=1)=[O:5])[CH3:2], predict the reactants needed to synthesize it. The reactants are: [CH2:1]([O:3][C:4]([C:6]1[C:11]2[S:12][C:13](B3OC(C)(C)C(C)(C)O3)=[CH:14][C:10]=2[CH:9]=[CH:8][CH:7]=1)=[O:5])[CH3:2].Br[C:25]1[CH:30]=[CH:29][C:28]([OH:31])=[CH:27][C:26]=1[CH3:32].C(=O)([O-])[O-].[Cs+].[Cs+].Cl. (3) Given the product [CH2:18]([N:6]1[C:7]2[C:12](=[CH:11][CH:10]=[C:9]([O:16][CH3:17])[CH:8]=2)[C:13]([C:14]#[N:15])=[C:5]1[CH2:4][O:26][C:20]1[CH:25]=[CH:24][CH:23]=[CH:22][CH:21]=1)[CH3:19], predict the reactants needed to synthesize it. The reactants are: [H-].[Na+].Br[CH2:4][C:5]1[N:6]([CH2:18][CH3:19])[C:7]2[C:12]([C:13]=1[C:14]#[N:15])=[CH:11][CH:10]=[C:9]([O:16][CH3:17])[CH:8]=2.[C:20]1([OH:26])[CH:25]=[CH:24][CH:23]=[CH:22][CH:21]=1. (4) Given the product [CH:31]([O:30][C:28]([N:23]1[CH2:24][CH2:25][CH:20]([C@@:18]2([CH3:26])[O:17][C:14]3=[CH:15][N:16]=[C:11]([C:8]4[CH2:9][CH2:10][N:5]([S:2]([CH3:1])(=[O:3])=[O:4])[CH2:6][CH:7]=4)[CH:12]=[C:13]3[CH2:19]2)[CH2:21][CH2:22]1)=[O:29])([CH3:33])[CH3:32], predict the reactants needed to synthesize it. The reactants are: [CH3:1][S:2]([N:5]1[CH2:10][CH:9]=[C:8]([C:11]2[CH:12]=[C:13]3[CH2:19][C@@:18]([CH3:26])([CH:20]4[CH2:25][CH2:24][NH:23][CH2:22][CH2:21]4)[O:17][C:14]3=[CH:15][N:16]=2)[CH2:7][CH2:6]1)(=[O:4])=[O:3].Cl[C:28]([O:30][CH:31]([CH3:33])[CH3:32])=[O:29].C(N(CC)CC)C. (5) Given the product [CH3:11][O:12][C:13]1[CH:18]=[CH:17][C:16]([CH2:19][C:20]([N:1]2[CH2:8][CH2:7][CH2:6][C@@H:2]2[C:3]([OH:5])=[O:4])=[O:21])=[CH:15][CH:14]=1, predict the reactants needed to synthesize it. The reactants are: [NH:1]1[CH2:8][CH2:7][CH2:6][C@@H:2]1[C:3]([OH:5])=[O:4].[OH-].[Na+].[CH3:11][O:12][C:13]1[CH:18]=[CH:17][C:16]([CH2:19][C:20](Cl)=[O:21])=[CH:15][CH:14]=1. (6) Given the product [CH2:19]([O:18][C:16](=[O:17])[CH:15]([O:7][C:1]1[CH:6]=[CH:5][CH:4]=[CH:3][CH:2]=1)[CH2:21][CH2:22][CH2:23][CH3:24])[CH3:20], predict the reactants needed to synthesize it. The reactants are: [C:1]1([OH:7])[CH:6]=[CH:5][CH:4]=[CH:3][CH:2]=1.C([O-])([O-])=O.[Cs+].[Cs+].Br[CH:15]([CH2:21][CH2:22][CH2:23][CH3:24])[C:16]([O:18][CH2:19][CH3:20])=[O:17].